The task is: Predict the reactants needed to synthesize the given product.. This data is from Full USPTO retrosynthesis dataset with 1.9M reactions from patents (1976-2016). The reactants are: [CH3:1][C:2]1[CH:3]=[C:4]([CH2:9][CH:10]([NH:16][C:17]([NH:19][CH2:20][CH2:21]O)=[S:18])[C:11]2[S:12][CH:13]=[CH:14][CH:15]=2)[CH:5]=[C:6]([CH3:8])[CH:7]=1.C(N(C(C)C)CC)(C)C.[I-].C(C[P+](C)(C)C)#N. Given the product [S:18]1[CH2:21][CH2:20][N:19]=[C:17]1[NH:16][CH:10]([C:11]1[S:12][CH:13]=[CH:14][CH:15]=1)[CH2:9][C:4]1[CH:3]=[C:2]([CH3:1])[CH:7]=[C:6]([CH3:8])[CH:5]=1, predict the reactants needed to synthesize it.